Dataset: Full USPTO retrosynthesis dataset with 1.9M reactions from patents (1976-2016). Task: Predict the reactants needed to synthesize the given product. (1) Given the product [Cl:12][CH2:13][C:14]([NH:1][C:2]1[CH:10]=[CH:9][CH:8]=[C:7]2[C:3]=1[CH2:4][C:5](=[O:11])[NH:6]2)=[O:15], predict the reactants needed to synthesize it. The reactants are: [NH2:1][C:2]1[CH:10]=[CH:9][CH:8]=[C:7]2[C:3]=1[CH2:4][C:5](=[O:11])[NH:6]2.[Cl:12][CH2:13][C:14](Cl)=[O:15]. (2) Given the product [CH2:6]([O:5][P:4]([CH2:9][CH2:10][CH2:11][N:12]([OH:13])[C:14](=[O:16])[CH3:15])(=[O:8])[O:3][CH2:1][CH3:2])[CH3:7], predict the reactants needed to synthesize it. The reactants are: [CH2:1]([O:3][P:4]([CH2:9][CH2:10][CH2:11][NH:12][OH:13])(=[O:8])[O:5][CH2:6][CH3:7])[CH3:2].[C:14](OC(=O)C)(=[O:16])[CH3:15]. (3) Given the product [CH3:1][O:2][CH2:3][CH2:4][CH2:5][NH:6][S:24]([CH2:23][C:19]1[CH:20]=[CH:21][CH:22]=[C:17]([N+:14]([O-:16])=[O:15])[CH:18]=1)(=[O:25])=[O:26], predict the reactants needed to synthesize it. The reactants are: [CH3:1][O:2][CH2:3][CH2:4][CH2:5][NH2:6].C(N(CC)CC)C.[N+:14]([C:17]1[CH:18]=[C:19]([CH2:23][S:24](Cl)(=[O:26])=[O:25])[CH:20]=[CH:21][CH:22]=1)([O-:16])=[O:15]. (4) Given the product [CH3:3][N:16]([CH2:17][C:18]1[S:19][C:20]2[C:26]([C:27]3[CH:28]=[C:29]([CH:35]=[CH:36][CH:37]=3)[C:30]([O:32][CH2:33][CH3:34])=[O:31])=[CH:25][CH:24]=[CH:23][C:21]=2[CH:22]=1)[C:12]1[CH:13]=[CH:14][CH:15]=[C:10]([C:9]([F:38])([F:8])[F:39])[CH:11]=1, predict the reactants needed to synthesize it. The reactants are: [H-].[Na+].[CH3:3]N(C=O)C.[F:8][C:9]([F:39])([F:38])[C:10]1[CH:11]=[C:12]([NH:16][CH2:17][C:18]2[S:19][C:20]3[C:26]([C:27]4[CH:28]=[C:29]([CH:35]=[CH:36][CH:37]=4)[C:30]([O:32][CH2:33][CH3:34])=[O:31])=[CH:25][CH:24]=[CH:23][C:21]=3[CH:22]=2)[CH:13]=[CH:14][CH:15]=1.IC. (5) Given the product [F:32][C:33]1[CH:34]=[C:35]([CH:58]=[C:59]([F:61])[CH:60]=1)[CH2:36][C:37]1[C:45]2[C:40](=[CH:41][CH:42]=[CH:43][C:44]=2[CH2:46][CH2:47][C:48]2[CH:57]=[CH:56][C:51]([C:52]([OH:54])=[O:53])=[CH:50][CH:49]=2)[CH2:39][CH:38]=1, predict the reactants needed to synthesize it. The reactants are: COC1C=C(C=C(OC)C=1)CC1C2C(=CC=CC=2CCC2C=CC(C(O)=O)=CC=2)CC=1.[F:32][C:33]1[CH:34]=[C:35]([CH:58]=[C:59]([F:61])[CH:60]=1)[CH2:36][C:37]1[C:45]2[C:40](=[CH:41][CH:42]=[CH:43][C:44]=2[CH2:46][CH2:47][C:48]2[CH:57]=[CH:56][C:51]([C:52]([O:54]C)=[O:53])=[CH:50][CH:49]=2)[CH2:39][CH:38]=1.[Li+].[OH-]. (6) Given the product [CH3:1][O:2][C:3]([C:5]1([S:18]([C:21]2[CH:22]=[CH:23][C:24]([O:27][CH2:28][C:29]#[C:30][CH3:31])=[CH:25][CH:26]=2)(=[O:20])=[O:19])[CH2:10][CH2:9][NH:8][CH2:7][CH2:6]1)=[O:4], predict the reactants needed to synthesize it. The reactants are: [CH3:1][O:2][C:3]([C:5]1([S:18]([C:21]2[CH:26]=[CH:25][C:24]([O:27][CH2:28][C:29]#[C:30][CH3:31])=[CH:23][CH:22]=2)(=[O:20])=[O:19])[CH2:10][CH2:9][N:8](C(OC(C)(C)C)=O)[CH2:7][CH2:6]1)=[O:4].Cl. (7) Given the product [F:15][C:5]1[CH:4]=[C:3]([C:1]#[C:2][C:17]2[CH:22]=[CH:21][CH:20]=[CH:19][C:18]=2[CH2:23][S:24]([CH3:27])(=[O:25])=[O:26])[CH:8]=[CH:7][C:6]=1[CH2:9][CH2:10][C:11]([O:13][CH3:14])=[O:12], predict the reactants needed to synthesize it. The reactants are: [C:1]([C:3]1[CH:8]=[CH:7][C:6]([CH2:9][CH2:10][C:11]([O:13][CH3:14])=[O:12])=[C:5]([F:15])[CH:4]=1)#[CH:2].Br[C:17]1[CH:22]=[CH:21][CH:20]=[CH:19][C:18]=1[CH2:23][S:24]([CH3:27])(=[O:26])=[O:25].